Task: Predict the product of the given reaction.. Dataset: Forward reaction prediction with 1.9M reactions from USPTO patents (1976-2016) (1) Given the reactants [H-].[Na+].[Br:3][C:4]1[CH:13]=[C:12]2[C:7]([N:8]=[CH:9][C:10](=[O:14])[NH:11]2)=[CH:6][CH:5]=1.[CH2:15](Br)[C:16]1[CH:21]=[CH:20][CH:19]=[CH:18][CH:17]=1, predict the reaction product. The product is: [Br:3][C:4]1[CH:13]=[C:12]2[C:7]([N:8]=[CH:9][C:10](=[O:14])[N:11]2[CH2:15][C:16]2[CH:21]=[CH:20][CH:19]=[CH:18][CH:17]=2)=[CH:6][CH:5]=1. (2) Given the reactants [NH2:1][CH2:2][CH2:3][CH2:4][OH:5].[Br:6][C:7]1[CH:15]=[C:14]([C:16](O)=[O:17])[CH:13]=[C:12]2[C:8]=1[CH:9]=[CH:10][NH:11]2.C(N(CC)CC)C.F[P-](F)(F)(F)(F)F.N1(OC(N(C)C)=[N+](C)C)C2C=CC=CC=2N=N1, predict the reaction product. The product is: [OH:5][CH2:4][CH2:3][CH2:2][NH:1][C:16]([C:14]1[CH:13]=[C:12]2[C:8]([CH:9]=[CH:10][NH:11]2)=[C:7]([Br:6])[CH:15]=1)=[O:17]. (3) Given the reactants [CH3:1][O:2][C:3]1[CH:11]=[CH:10][C:9]([CH:12]2[CH:16]=[N:15][N:14]=[N:13]2)=[CH:8][C:4]=1[C:5]([OH:7])=O.Cl.[CH2:18]([O:20][CH2:21][CH2:22][N:23]1[C:27]2[CH:28]=[CH:29][CH:30]=[CH:31][C:26]=2[N:25]=[C:24]1[N:32]1[CH2:38][CH2:37][CH2:36][N:35]([CH2:39][CH2:40][C:41]2([C:46]3[CH:51]=[CH:50][CH:49]=[CH:48][CH:47]=3)[CH2:45][CH2:44][NH:43][CH2:42]2)[CH2:34][CH2:33]1)[CH3:19], predict the reaction product. The product is: [CH3:1][O:2][C:3]1[CH:11]=[CH:10][C:9]([CH:12]2[CH:16]=[N:15][N:14]=[N:13]2)=[CH:8][C:4]=1[C:5]([N:43]1[CH2:44][CH2:45][C:41]([CH2:40][CH2:39][N:35]2[CH2:36][CH2:37][CH2:38][N:32]([C:24]3[N:23]([CH2:22][CH2:21][O:20][CH2:18][CH3:19])[C:27]4[CH:28]=[CH:29][CH:30]=[CH:31][C:26]=4[N:25]=3)[CH2:33][CH2:34]2)([C:46]2[CH:51]=[CH:50][CH:49]=[CH:48][CH:47]=2)[CH2:42]1)=[O:7]. (4) Given the reactants [O:1]([C:8]1[CH:13]=[CH:12][CH:11]=[CH:10][C:9]=1[NH:14][CH2:15][C:16]1[C:17]([OH:22])=[N:18][CH:19]=[CH:20][CH:21]=1)[C:2]1[CH:7]=[CH:6][CH:5]=[CH:4][CH:3]=1.[C:23](Cl)(=[O:25])[CH3:24], predict the reaction product. The product is: [OH:22][C:17]1[C:16]([CH2:15][N:14]([C:9]2[CH:10]=[CH:11][CH:12]=[CH:13][C:8]=2[O:1][C:2]2[CH:3]=[CH:4][CH:5]=[CH:6][CH:7]=2)[C:23](=[O:25])[CH3:24])=[CH:21][CH:20]=[CH:19][N:18]=1. (5) Given the reactants CC1(NC2N=CC(C(F)(F)F)=CN=2)CCCC1NC(C1C(C2N=CC=CN=2)=CC=CN=1)=O.[CH3:33][C:34]1([NH:40][C:41]2[CH:46]=[CH:45][C:44]([C:47]([F:50])([F:49])[F:48])=[CH:43][N:42]=2)[CH2:38][CH2:37][CH2:36][CH:35]1[NH2:39].[N:51]1[N:52]([C:56]2[C:57]([C:62](O)=[O:63])=[N:58][CH:59]=[CH:60][CH:61]=2)[N:53]=[CH:54][CH:55]=1.C(N(CC)CC)C, predict the reaction product. The product is: [CH3:33][C:34]1([NH:40][C:41]2[CH:46]=[CH:45][C:44]([C:47]([F:50])([F:48])[F:49])=[CH:43][N:42]=2)[CH2:38][CH2:37][CH2:36][CH:35]1[NH:39][C:62]([C:57]1[C:56]([N:52]2[N:53]=[CH:54][CH:55]=[N:51]2)=[CH:61][CH:60]=[CH:59][N:58]=1)=[O:63]. (6) Given the reactants [F:1][C:2]1[CH:3]=[CH:4][C:5]([CH2:8][CH2:9][N:10]2[CH2:15][CH2:14][N:13]([C:16]3[CH:21]=[CH:20][C:19]4[C:22]5[CH2:27][CH2:26][N:25](C(OC(C)(C)C)=O)[CH2:24][C:23]=5[S:35][C:18]=4[CH:17]=3)[C:12](=[O:36])[CH2:11]2)=[N:6][CH:7]=1.[ClH:37], predict the reaction product. The product is: [ClH:37].[F:1][C:2]1[CH:3]=[CH:4][C:5]([CH2:8][CH2:9][N:10]2[CH2:15][CH2:14][N:13]([C:16]3[CH:21]=[CH:20][C:19]4[C:22]5[CH2:27][CH2:26][NH:25][CH2:24][C:23]=5[S:35][C:18]=4[CH:17]=3)[C:12](=[O:36])[CH2:11]2)=[N:6][CH:7]=1. (7) Given the reactants [CH3:1][NH:2][C:3](O[N:2]1[C:1](=O)CC[C:3]1=[O:4])=[O:4].[CH3:13][O:14][C:15](=[O:41])[C@@H:16]([NH:33][C:34]([O:36][C:37]([CH3:40])([CH3:39])[CH3:38])=[O:35])[CH2:17][C:18]1[CH:23]=[CH:22][C:21]([O:24][CH2:25][C:26]2[CH:31]=[CH:30][CH:29]=[CH:28][CH:27]=2)=[C:20]([OH:32])[CH:19]=1, predict the reaction product. The product is: [CH3:13][O:14][C:15](=[O:41])[C@@H:16]([NH:33][C:34]([O:36][C:37]([CH3:38])([CH3:40])[CH3:39])=[O:35])[CH2:17][C:18]1[CH:23]=[CH:22][C:21]([O:24][CH2:25][C:26]2[CH:31]=[CH:30][CH:29]=[CH:28][CH:27]=2)=[C:20]([O:32][C:3](=[O:4])[NH:2][CH3:1])[CH:19]=1.